Dataset: Peptide-MHC class I binding affinity with 185,985 pairs from IEDB/IMGT. Task: Regression. Given a peptide amino acid sequence and an MHC pseudo amino acid sequence, predict their binding affinity value. This is MHC class I binding data. The MHC is HLA-A29:02 with pseudo-sequence HLA-A29:02. The binding affinity (normalized) is 0.136. The peptide sequence is HYKPPSSLI.